This data is from Forward reaction prediction with 1.9M reactions from USPTO patents (1976-2016). The task is: Predict the product of the given reaction. (1) Given the reactants Cl[C:2]1[C:11]([CH3:12])=[C:10]([Cl:13])[C:9]2[C:4](=[CH:5][C:6]([F:15])=[CH:7][C:8]=2[F:14])[N:3]=1.[CH3:16][S:17][C:18]1[CH:23]=[CH:22][C:21]([C:24](=[O:26])[CH3:25])=[CH:20][C:19]=1B1OC(C)(C)C(C)(C)O1, predict the reaction product. The product is: [Cl:13][C:10]1[C:9]2[C:4](=[CH:5][C:6]([F:15])=[CH:7][C:8]=2[F:14])[N:3]=[C:2]([C:23]2[CH:22]=[C:21]([C:24](=[O:26])[CH3:25])[CH:20]=[CH:19][C:18]=2[S:17][CH3:16])[C:11]=1[CH3:12]. (2) Given the reactants [CH3:1][C:2]1[O:6][C:5]([C:7]([O-:9])=O)=[N:4][N:3]=1.[K+].C(Cl)(=O)C(Cl)=O.[F:17][C:18]1[CH:23]=[CH:22][C:21]([N:24]2[C:32]3[C:27](=[CH:28][C:29]([O:33][C@H:34]([C:38]4[CH:43]=[CH:42][CH:41]=[C:40]([O:44][CH3:45])[CH:39]=4)[C@@H:35]([NH2:37])[CH3:36])=[CH:30][CH:31]=3)[CH:26]=[N:25]2)=[CH:20][CH:19]=1.C(N(CC)C(C)C)(C)C.N, predict the reaction product. The product is: [F:17][C:18]1[CH:19]=[CH:20][C:21]([N:24]2[C:32]3[C:27](=[CH:28][C:29]([O:33][C@H:34]([C:38]4[CH:43]=[CH:42][CH:41]=[C:40]([O:44][CH3:45])[CH:39]=4)[C@@H:35]([NH:37][C:7]([C:5]4[O:6][C:2]([CH3:1])=[N:3][N:4]=4)=[O:9])[CH3:36])=[CH:30][CH:31]=3)[CH:26]=[N:25]2)=[CH:22][CH:23]=1. (3) Given the reactants [CH2:1]([O:8][C:9]([CH:11]1[C:17](=[C:18]2[CH2:22][CH:21]([CH2:23]I)[O:20][C:19]2=[O:25])[O:16][C@H:15]2[N:12]1[C:13](=[O:26])[CH2:14]2)=[O:10])[C:2]1[CH:7]=[CH:6][CH:5]=[CH:4][CH:3]=1.[N-:27]=[N+:28]=[N-:29].C([N+](CCCC)(CCCC)CCCC)CCC, predict the reaction product. The product is: [CH2:1]([O:8][C:9]([CH:11]1[C:17](=[C:18]2[CH2:22][CH:21]([CH2:23][N:27]=[N+:28]=[N-:29])[O:20][C:19]2=[O:25])[O:16][C@H:15]2[N:12]1[C:13](=[O:26])[CH2:14]2)=[O:10])[C:2]1[CH:7]=[CH:6][CH:5]=[CH:4][CH:3]=1. (4) Given the reactants [Br:1][C:2]1[NH:3][C:4]([Br:8])=[C:5]([Br:7])[N:6]=1.[H-].[Na+].[CH3:11][Si:12]([CH3:19])([CH3:18])[CH2:13][CH2:14][O:15][CH2:16]Cl, predict the reaction product. The product is: [Br:1][C:2]1[N:3]([CH2:16][O:15][CH2:14][CH2:13][Si:12]([CH3:19])([CH3:18])[CH3:11])[C:4]([Br:8])=[C:5]([Br:7])[N:6]=1.